From a dataset of Forward reaction prediction with 1.9M reactions from USPTO patents (1976-2016). Predict the product of the given reaction. (1) The product is: [F:21][C:2]([F:1])([C:12]([F:19])([F:20])[C:13]([F:17])([F:18])[CH:14]([F:15])[F:16])[CH2:3][CH:23]([C:22]#[N:26])[C:24]#[N:25]. Given the reactants [F:1][C:2]([F:21])([C:12]([F:20])([F:19])[C:13]([F:18])([F:17])[CH:14]([F:16])[F:15])[CH2:3]OS(C(F)(F)F)(=O)=O.[C:22](#[N:26])[CH2:23][C:24]#[N:25].C(=O)([O-])[O-].[K+].[K+].Cl, predict the reaction product. (2) The product is: [CH3:21][O:22][C:23]1[CH:28]=[CH:27][C:26]([O:29][CH3:30])=[CH:25][C:24]=1[S:31]([N:8]1[C:9]2[C:5](=[C:4]([CH2:12][N:13]([CH3:14])[CH3:15])[C:3]([O:2][CH3:1])=[CH:11][CH:10]=2)[CH:6]=[CH:7]1)(=[O:32])=[O:33]. Given the reactants [CH3:1][O:2][C:3]1[C:4]([CH2:12][N:13]([CH3:15])[CH3:14])=[C:5]2[C:9](=[CH:10][CH:11]=1)[NH:8][CH:7]=[CH:6]2.CN(C=O)C.[CH3:21][O:22][C:23]1[CH:28]=[CH:27][C:26]([O:29][CH3:30])=[CH:25][C:24]=1[S:31](Cl)(=[O:33])=[O:32], predict the reaction product.